From a dataset of Catalyst prediction with 721,799 reactions and 888 catalyst types from USPTO. Predict which catalyst facilitates the given reaction. (1) Reactant: C(OC(=O)[NH:7][C:8]1[C:9]([C:13]2[CH:18]=[CH:17][C:16]([O:19][CH2:20][CH2:21][CH2:22][C:23]3[CH:28]=[CH:27][CH:26]=[CH:25][CH:24]=3)=[CH:15][CH:14]=2)=[N:10][O:11][CH:12]=1)(C)(C)C.Cl.C(OCC)(=O)C. Product: [C:23]1([CH2:22][CH2:21][CH2:20][O:19][C:16]2[CH:17]=[CH:18][C:13]([C:9]3[C:8]([NH2:7])=[CH:12][O:11][N:10]=3)=[CH:14][CH:15]=2)[CH:28]=[CH:27][CH:26]=[CH:25][CH:24]=1. The catalyst class is: 12. (2) The catalyst class is: 11. Reactant: [CH3:1][O:2][C:3]1[C:13]2[CH:12]=[C:11]([C:14]([O:16][CH3:17])=[O:15])[CH2:10][CH2:9][N:8](CC3C=CC(OC)=CC=3)[C:7]=2[N:6]=[CH:5][N:4]=1.FC(F)(F)C(O)=O. Product: [CH3:1][O:2][C:3]1[C:13]2[CH:12]=[C:11]([C:14]([O:16][CH3:17])=[O:15])[CH2:10][CH2:9][NH:8][C:7]=2[N:6]=[CH:5][N:4]=1.